Dataset: Reaction yield outcomes from USPTO patents with 853,638 reactions. Task: Predict the reaction yield, written as a fraction of the theoretical maximum amount of product (1.0 means a 100% yield; for example, 0.34 means a 34% yield). (1) The reactants are CS(O[CH2:6][CH2:7][N:8]1[CH:12]=[C:11]([C:13]2[CH:18]=[C:17]([C:19]([O:21]C)=[O:20])[CH:16]=[CH:15][N:14]=2)[N:10]=[CH:9]1)(=O)=O.[Cl:23][C:24]1[CH:31]=[CH:30][C:27]([NH:28][CH3:29])=[CH:26][CH:25]=1. No catalyst specified. The product is [Cl:23][C:24]1[CH:31]=[CH:30][C:27]([N:28]([CH2:6][CH2:7][N:8]2[CH:12]=[C:11]([C:13]3[CH:18]=[C:17]([C:19]([OH:21])=[O:20])[CH:16]=[CH:15][N:14]=3)[N:10]=[CH:9]2)[CH3:29])=[CH:26][CH:25]=1. The yield is 0.190. (2) The reactants are Br[C:2]1[C:3]2[C:4]3[CH:18]=[CH:17][S:16][C:5]=3[C:6](=[O:15])[NH:7][C:8]=2[C:9]([CH3:14])=[CH:10][C:11]=1[O:12][CH3:13].[CH3:19][N:20]([CH2:28][CH:29]([C:33]1[CH:38]=[CH:37][C:36](B2OC(C)(C)C(C)(C)O2)=[CH:35][CH:34]=1)[CH:30]([CH3:32])[CH3:31])[C:21](=[O:27])[O:22][C:23]([CH3:26])([CH3:25])[CH3:24]. No catalyst specified. The product is [CH3:13][O:12][C:11]1[CH:10]=[C:9]([CH3:14])[C:8]2[NH:7][C:6](=[O:15])[C:5]3[S:16][CH:17]=[CH:18][C:4]=3[C:3]=2[C:2]=1[C:36]1[CH:35]=[CH:34][C:33]([CH:29]([CH:30]([CH3:32])[CH3:31])[CH2:28][N:20]([CH3:19])[C:21](=[O:27])[O:22][C:23]([CH3:25])([CH3:26])[CH3:24])=[CH:38][CH:37]=1. The yield is 0.140. (3) The reactants are [CH3:1][O:2][C:3]([NH:5][C:6]1[C:11]2[CH:12]=[CH:13][N:14](C(OCC3C=CC=CC=3)=O)[C:10]=2[CH:9]=[CH:8][N:7]=1)=[O:4]. The catalyst is C(O)C.[Pd]. The product is [NH:14]1[C:10]2[CH:9]=[CH:8][N:7]=[C:6]([NH:5][C:3](=[O:4])[O:2][CH3:1])[C:11]=2[CH:12]=[CH:13]1. The yield is 0.907. (4) The reactants are Br[C:2]1[CH:3]=[C:4]([CH2:9][N:10]2[CH2:15][CH2:14][CH2:13][CH2:12][CH2:11]2)[C:5]([NH2:8])=[N:6][CH:7]=1.[C:16]([O:20][C:21]([CH3:24])([CH3:23])[CH3:22])(=[O:19])[CH:17]=[CH2:18].C(N(C(C)C)C(C)C)C.CC1C=CC=CC=1P(C1C=CC=CC=1C)C1C=CC=CC=1C. The catalyst is C(C#N)C.CC([O-])=O.CC([O-])=O.[Pd+2]. The product is [C:21]([O:20][C:16](=[O:19])/[CH:17]=[CH:18]/[C:2]1[CH:7]=[N:6][C:5]([NH2:8])=[C:4]([CH2:9][N:10]2[CH2:15][CH2:14][CH2:13][CH2:12][CH2:11]2)[CH:3]=1)([CH3:24])([CH3:23])[CH3:22]. The yield is 0.600. (5) The reactants are [Br:1][C:2]1[CH:3]=[C:4]([C:9]2[O:13][N:12]=[CH:11][C:10]=2[CH2:14][CH2:15][C:16]([OH:18])=[O:17])[CH:5]=[CH:6][C:7]=1[Cl:8].S(=O)(=O)(O)O.[CH3:24]O. No catalyst specified. The product is [Br:1][C:2]1[CH:3]=[C:4]([C:9]2[O:13][N:12]=[CH:11][C:10]=2[CH2:14][CH2:15][C:16]([O:18][CH3:24])=[O:17])[CH:5]=[CH:6][C:7]=1[Cl:8]. The yield is 0.780. (6) The reactants are [F:1][C:2]([F:44])([F:43])[C:3]1[CH:4]=[C:5]([CH:40]=[CH:41][CH:42]=1)[CH2:6][NH:7][C:8](=[O:39])[C:9]1[CH:14]=[CH:13][N:12]=[C:11]([C:15]2[CH:20]=[C:19]([N:21]3[CH2:26][CH2:25][CH2:24][CH2:23][CH2:22]3)[CH:18]=[CH:17][C:16]=2[NH:27][C:28](=[O:38])[C:29]2([CH2:35][NH:36][CH3:37])[CH:34]=[CH:33][CH:32]=[CH:31][NH:30]2)[CH:10]=1.[O:45]1[CH2:50][CH2:49][N:48]([CH2:51][C:52]([OH:54])=O)[CH2:47][CH2:46]1.CCN=C=NCCCN(C)C.Cl. The catalyst is ClCCl.CN(C)C1C=CN=CC=1. The product is [F:43][C:2]([F:1])([F:44])[C:3]1[CH:4]=[C:5]([CH:40]=[CH:41][CH:42]=1)[CH2:6][NH:7][C:8](=[O:39])[C:9]1[CH:14]=[CH:13][N:12]=[C:11]([C:15]2[CH:20]=[C:19]([N:21]3[CH2:26][CH2:25][CH2:24][CH2:23][CH2:22]3)[CH:18]=[CH:17][C:16]=2[NH:27][C:28](=[O:38])[C:29]2([CH2:35][N:36]([CH3:37])[C:52](=[O:54])[CH2:51][N:48]3[CH2:47][CH2:46][O:45][CH2:50][CH2:49]3)[CH:34]=[CH:33][CH:32]=[CH:31][NH:30]2)[CH:10]=1. The yield is 0.590. (7) The reactants are C1(P(C2C=CC=CC=2)C2C=CC=CC=2)C=CC=CC=1.BrN1C(=O)CCC1=O.[Cl:28][C:29]1[CH:30]=[C:31](/[C:41](=[CH:45]\[CH:46]2[CH2:52][CH2:51][CH2:50][CH2:49][CH2:48][CH2:47]2)/[C:42](O)=[O:43])[CH:32]=[CH:33][C:34]=1[N:35]1[C:39]([CH3:40])=[N:38][N:37]=[N:36]1.[NH2:53][C:54]1[S:55][CH:56]=[CH:57][N:58]=1. The catalyst is C(Cl)Cl. The product is [Cl:28][C:29]1[CH:30]=[C:31](/[C:41](=[CH:45]\[CH:46]2[CH2:52][CH2:51][CH2:50][CH2:49][CH2:48][CH2:47]2)/[C:42]([NH:53][C:54]2[S:55][CH:56]=[CH:57][N:58]=2)=[O:43])[CH:32]=[CH:33][C:34]=1[N:35]1[C:39]([CH3:40])=[N:38][N:37]=[N:36]1. The yield is 0.660.